This data is from Reaction yield outcomes from USPTO patents with 853,638 reactions. The task is: Predict the reaction yield, written as a fraction of the theoretical maximum amount of product (1.0 means a 100% yield; for example, 0.34 means a 34% yield). The reactants are [C:1]([C:4]1[C:9]([C:10]2[CH:15]=[CH:14][CH:13]=[CH:12][CH:11]=2)=[N:8][N:7]([CH2:16][CH3:17])[C:6](=[O:18])[C:5]=1[N+:19]([O-])=O)(=[O:3])[CH3:2].N[C:23]1[CH:32]=[CH:31][CH:30]=[C:29]2[C:24]=1[CH:25]=[CH:26][CH:27]=[N:28]2. The catalyst is C(O)C. The product is [C:1]([C:4]1[C:9]([C:10]2[CH:15]=[CH:14][CH:13]=[CH:12][CH:11]=2)=[N:8][N:7]([CH2:16][CH3:17])[C:6](=[O:18])[C:5]=1[NH:19][C:23]1[CH:32]=[CH:31][CH:30]=[C:29]2[C:24]=1[CH:25]=[CH:26][CH:27]=[N:28]2)(=[O:3])[CH3:2]. The yield is 0.748.